Dataset: Catalyst prediction with 721,799 reactions and 888 catalyst types from USPTO. Task: Predict which catalyst facilitates the given reaction. (1) The catalyst class is: 24. Product: [NH2:26][C:8]1[CH:9]=[CH:10][C:11]([NH:14][C:15](=[O:25])[C:16]([F:23])([F:24])[C:17]2[CH:22]=[CH:21][CH:20]=[CH:19][CH:18]=2)=[C:12]([F:13])[C:7]=1[CH2:6][CH2:5][OH:4]. Reactant: C([O:4][CH2:5][CH2:6][C:7]1[C:12]([F:13])=[C:11]([NH:14][C:15](=[O:25])[C:16]([F:24])([F:23])[C:17]2[CH:22]=[CH:21][CH:20]=[CH:19][CH:18]=2)[CH:10]=[CH:9][C:8]=1[NH2:26])(=O)C.C([O-])([O-])=O.[K+].[K+].Cl. (2) Reactant: [CH3:1][O:2][C:3]1[CH:8]=[CH:7][CH:6]=[CH:5][C:4]=1[N:9]1[C:13]([NH2:14])=[CH:12][C:11]([CH3:15])=[N:10]1.[CH3:16][O:17][C:18](=[O:28])[C:19]1[CH:24]=[C:23]([O:25][CH3:26])[CH:22]=[CH:21][C:20]=1Br.P([O-])([O-])([O-])=O.[K+].[K+].[K+]. Product: [CH3:16][O:17][C:18](=[O:28])[C:19]1[CH:24]=[C:23]([O:25][CH3:26])[CH:22]=[CH:21][C:20]=1[NH:14][C:13]1[N:9]([C:4]2[CH:5]=[CH:6][CH:7]=[CH:8][C:3]=2[O:2][CH3:1])[N:10]=[C:11]([CH3:15])[CH:12]=1. The catalyst class is: 164. (3) Reactant: [Cl:1][C:2]1[CH:7]=[CH:6][C:5]([CH2:8][C:9]#[N:10])=[C:4]([F:11])[CH:3]=1.[Cl:12][C:13]1[CH:14]=[CH:15][C:16](F)=[C:17]([CH:20]=1)[CH:18]=O.[CH3:22][O-:23].[Na+]. Product: [Cl:1][C:2]1[CH:7]=[CH:6][C:5](/[C:8](=[CH:18]/[C:17]2[CH:20]=[C:13]([Cl:12])[CH:14]=[CH:15][C:16]=2[O:23][CH3:22])/[C:9]#[N:10])=[C:4]([F:11])[CH:3]=1. The catalyst class is: 5. (4) Reactant: [NH2:1][CH2:2][C@@H:3]([C:5]1[CH:10]=[CH:9][CH:8]=[CH:7][CH:6]=1)[OH:4].[Cl:11][C:12]1[CH:17]=[C:16](Cl)[N:15]=[CH:14][N:13]=1.C([O-])(O)=O.[Na+].[OH-].[Na+]. Product: [Cl:11][C:12]1[N:13]=[CH:14][N:15]=[C:16]([NH:1][CH2:2][C@@H:3]([C:5]2[CH:10]=[CH:9][CH:8]=[CH:7][CH:6]=2)[OH:4])[CH:17]=1. The catalyst class is: 127. (5) Reactant: [CH2:1]([NH:7][S:8]([CH2:11][CH2:12][CH2:13][CH2:14][CH2:15][CH2:16][CH2:17][C:18](OCC)=[O:19])(=[O:10])=[O:9])[CH2:2][CH2:3][CH2:4][CH2:5][CH3:6].[H-].C([Al+]CC(C)C)C(C)C.CO.[C@H](O)(C([O-])=O)[C@@H](O)C([O-])=O.[Na+].[K+]. Product: [CH2:1]([NH:7][S:8]([CH2:11][CH2:12][CH2:13][CH2:14][CH2:15][CH2:16][CH2:17][CH:18]=[O:19])(=[O:10])=[O:9])[CH2:2][CH2:3][CH2:4][CH2:5][CH3:6]. The catalyst class is: 93. (6) Reactant: [Cl:1][C:2]1[CH:7]=[CH:6][N:5]=[C:4]([O:8][C:9]2[CH:16]=[CH:15][C:12]([CH:13]=O)=[CH:11][CH:10]=2)[CH:3]=1.[BH4-].[Na+].S(Cl)(Cl)=O.[CH3:23][N:24]1[CH:28]=[C:27]([CH2:29][C:30]2[C:31](=[O:37])[NH:32][C:33](=[S:36])[NH:34][CH:35]=2)[CH:26]=[N:25]1. Product: [Cl:1][C:2]1[CH:7]=[CH:6][N:5]=[C:4]([O:8][C:9]2[CH:16]=[CH:15][C:12]([CH2:13][S:36][C:33]3[NH:34][CH:35]=[C:30]([CH2:29][C:27]4[CH:26]=[N:25][N:24]([CH3:23])[CH:28]=4)[C:31](=[O:37])[N:32]=3)=[CH:11][CH:10]=2)[CH:3]=1. The catalyst class is: 100.